Predict the product of the given reaction. From a dataset of Forward reaction prediction with 1.9M reactions from USPTO patents (1976-2016). The product is: [NH2:29][C:30]1[C:35]([N+:36]([O-:38])=[O:37])=[C:34]([C:15]2[CH2:20][CH2:19][N:18]([C:21]([O:23][C:24]([CH3:25])([CH3:26])[CH3:27])=[O:22])[CH2:17][CH:16]=2)[CH:33]=[CH:32][N:31]=1. Given the reactants C([O-])([O-])=O.[Na+].[Na+].CC1(C)C(C)(C)OB([C:15]2[CH2:20][CH2:19][N:18]([C:21]([O:23][C:24]([CH3:27])([CH3:26])[CH3:25])=[O:22])[CH2:17][CH:16]=2)O1.[NH2:29][C:30]1[C:35]([N+:36]([O-:38])=[O:37])=[C:34](Br)[CH:33]=[CH:32][N:31]=1, predict the reaction product.